This data is from Forward reaction prediction with 1.9M reactions from USPTO patents (1976-2016). The task is: Predict the product of the given reaction. (1) Given the reactants [Cl:1][C:2]1[CH:3]=[CH:4][C:5]2[S:9][C:8](=[O:10])[N:7]([CH2:11][C:12]([N:14]([CH3:19])[CH2:15][C:16](O)=O)=[O:13])[C:6]=2[CH:20]=1.[Cl:21][C:22]1[CH:23]=[C:24]([NH2:30])[C:25]([NH2:29])=[CH:26][C:27]=1[Cl:28].C1C=CC2N(O)N=NC=2C=1.CCN=C=NCCCN(C)C.Cl, predict the reaction product. The product is: [Cl:1][C:2]1[CH:3]=[CH:4][C:5]2[S:9][C:8](=[O:10])[N:7]([CH2:11][C:12]([N:14]([CH2:15][C:16]3[NH:29][C:25]4[CH:26]=[C:27]([Cl:28])[C:22]([Cl:21])=[CH:23][C:24]=4[N:30]=3)[CH3:19])=[O:13])[C:6]=2[CH:20]=1. (2) Given the reactants B(Br)(Br)Br.C(Cl)Cl.[Br:8][C:9]1[C:10](=[O:25])[CH2:11][CH2:12][C:13]2([CH3:24])[C:21]=1[C:20]1[C:15](=[CH:16][C:17]([O:22]C)=[CH:18][CH:19]=1)[CH2:14]2, predict the reaction product. The product is: [Br:8][C:9]1[C:10](=[O:25])[CH2:11][CH2:12][C:13]2([CH3:24])[C:21]=1[C:20]1[C:15](=[CH:16][C:17]([OH:22])=[CH:18][CH:19]=1)[CH2:14]2. (3) The product is: [CH2:31]([N:33]([CH2:26][C:24]1[S:23][CH:22]=[C:21]([C:18]2[CH:19]=[C:20]3[C:15](=[C:16]([C:28]([NH2:30])=[O:29])[CH:17]=2)[NH:14][CH:13]=[C:12]3[CH:9]2[CH2:10][CH2:11][N:6]([S:3]([CH2:1][CH3:2])(=[O:4])=[O:5])[CH2:7][CH2:8]2)[CH:25]=1)[CH3:34])[CH3:32]. Given the reactants [CH2:1]([S:3]([N:6]1[CH2:11][CH2:10][CH:9]([C:12]2[C:20]3[C:15](=[C:16]([C:28]([NH2:30])=[O:29])[CH:17]=[C:18]([C:21]4[CH:25]=[C:24]([CH:26]=O)[S:23][CH:22]=4)[CH:19]=3)[NH:14][CH:13]=2)[CH2:8][CH2:7]1)(=[O:5])=[O:4])[CH3:2].[CH2:31]([NH:33][CH3:34])[CH3:32].C(O[BH-](OC(=O)C)OC(=O)C)(=O)C.[Na+], predict the reaction product. (4) Given the reactants [CH:1]1([C:7]([OH:9])=O)[CH2:6][CH2:5][CH2:4][CH2:3][CH2:2]1.C1C=CC2N(O)N=NC=2C=1.CCN=C=NCCCN(C)C.[NH:31]1[CH2:34][CH:33]([C:35]([N:37]2[CH2:43][CH2:42][CH2:41][N:40]([CH:44]3[CH2:47][CH2:46][CH2:45]3)[CH2:39][CH2:38]2)=[O:36])[CH2:32]1.CCN(C(C)C)C(C)C, predict the reaction product. The product is: [CH:44]1([N:40]2[CH2:41][CH2:42][CH2:43][N:37]([C:35]([CH:33]3[CH2:32][N:31]([C:7]([CH:1]4[CH2:2][CH2:3][CH2:4][CH2:5][CH2:6]4)=[O:9])[CH2:34]3)=[O:36])[CH2:38][CH2:39]2)[CH2:47][CH2:46][CH2:45]1. (5) Given the reactants C(OC([N:8]1[CH2:13][CH:12]=[C:11]([C:14]2[NH:42][C:17]3=[N:18][CH:19]=[CH:20][C:21]([C:22]4[CH:27]=[CH:26][C:25]([CH2:28][NH:29][C:30]([C:32]5[O:33][C:34]([C:37]([CH3:40])([CH3:39])[CH3:38])=[N:35][N:36]=5)=[O:31])=[C:24]([F:41])[CH:23]=4)=[C:16]3[N:15]=2)[CH2:10][CH2:9]1)=O)(C)(C)C.Cl.C(Cl)Cl.CC#N.O, predict the reaction product. The product is: [F:41][C:24]1[CH:23]=[C:22]([C:21]2[CH:20]=[CH:19][N:18]=[C:17]3[NH:42][C:14]([C:11]4[CH2:12][CH2:13][NH:8][CH2:9][CH:10]=4)=[N:15][C:16]=23)[CH:27]=[CH:26][C:25]=1[CH2:28][NH:29][C:30]([C:32]1[O:33][C:34]([C:37]([CH3:40])([CH3:38])[CH3:39])=[N:35][N:36]=1)=[O:31].